From a dataset of Peptide-MHC class I binding affinity with 185,985 pairs from IEDB/IMGT. Regression. Given a peptide amino acid sequence and an MHC pseudo amino acid sequence, predict their binding affinity value. This is MHC class I binding data. (1) The peptide sequence is PTDYAKPQY. The MHC is HLA-A02:03 with pseudo-sequence HLA-A02:03. The binding affinity (normalized) is 0.0847. (2) The peptide sequence is YLGEVIVSV. The MHC is HLA-A02:01 with pseudo-sequence HLA-A02:01. The binding affinity (normalized) is 0.695. (3) The peptide sequence is YLIVFVLTI. The MHC is H-2-Kb with pseudo-sequence H-2-Kb. The binding affinity (normalized) is 0. (4) The MHC is HLA-B81:01 with pseudo-sequence HLA-B81:01. The peptide sequence is RPMTYKAAL. The binding affinity (normalized) is 0.898. (5) The peptide sequence is YDYYRYNLPT. The MHC is HLA-B40:01 with pseudo-sequence HLA-B40:01. The binding affinity (normalized) is 0. (6) The peptide sequence is IHLDKGGQF. The MHC is HLA-B48:01 with pseudo-sequence HLA-B48:01. The binding affinity (normalized) is 0.0847.